This data is from NCI-60 drug combinations with 297,098 pairs across 59 cell lines. The task is: Regression. Given two drug SMILES strings and cell line genomic features, predict the synergy score measuring deviation from expected non-interaction effect. (1) Drug 1: CCCS(=O)(=O)NC1=C(C(=C(C=C1)F)C(=O)C2=CNC3=C2C=C(C=N3)C4=CC=C(C=C4)Cl)F. Drug 2: C1CCC(CC1)NC(=O)N(CCCl)N=O. Cell line: CCRF-CEM. Synergy scores: CSS=35.0, Synergy_ZIP=-0.404, Synergy_Bliss=1.46, Synergy_Loewe=-6.36, Synergy_HSA=-0.393. (2) Drug 1: C1=CC(=CC=C1CCCC(=O)O)N(CCCl)CCCl. Drug 2: CN1C(=O)N2C=NC(=C2N=N1)C(=O)N. Cell line: NCI/ADR-RES. Synergy scores: CSS=17.3, Synergy_ZIP=-5.23, Synergy_Bliss=3.66, Synergy_Loewe=-11.0, Synergy_HSA=-0.465. (3) Drug 1: CC1=C(C=C(C=C1)NC2=NC=CC(=N2)N(C)C3=CC4=NN(C(=C4C=C3)C)C)S(=O)(=O)N.Cl. Drug 2: C1CC(=O)NC(=O)C1N2C(=O)C3=CC=CC=C3C2=O. Cell line: MALME-3M. Synergy scores: CSS=14.1, Synergy_ZIP=2.83, Synergy_Bliss=7.15, Synergy_Loewe=7.99, Synergy_HSA=8.02. (4) Drug 1: C1CNP(=O)(OC1)N(CCCl)CCCl. Drug 2: COCCOC1=C(C=C2C(=C1)C(=NC=N2)NC3=CC=CC(=C3)C#C)OCCOC.Cl. Cell line: HL-60(TB). Synergy scores: CSS=3.94, Synergy_ZIP=-2.63, Synergy_Bliss=-1.76, Synergy_Loewe=-1.24, Synergy_HSA=-1.12.